Task: Predict which catalyst facilitates the given reaction.. Dataset: Catalyst prediction with 721,799 reactions and 888 catalyst types from USPTO (1) Reactant: [Br:1][C:2]1[CH:3]=[C:4]([CH:9]=[C:10]([OH:12])[CH:11]=1)[C:5](OC)=[O:6].O.[NH2:14][NH2:15]. Product: [Br:1][C:2]1[CH:3]=[C:4]([CH:9]=[C:10]([OH:12])[CH:11]=1)[C:5]([NH:14][NH2:15])=[O:6]. The catalyst class is: 10. (2) Reactant: [Cl:1][C:2]1[CH:7]=[C:6]([OH:8])[CH:5]=[CH:4][C:3]=1[CH:9]([CH3:25])[C:10]([C:16]1[CH:17]=[C:18]([CH3:24])[C:19](=[O:23])[N:20]([CH3:22])[CH:21]=1)([OH:15])[C:11]([F:14])([F:13])[F:12].F[C:27]1[CH:34]=[CH:33][C:30]([CH:31]=[O:32])=[CH:29][C:28]=1[C:35]([F:38])([F:37])[F:36].C(=O)([O-])[O-].[Cs+].[Cs+]. Product: [Cl:1][C:2]1[CH:7]=[C:6]([CH:5]=[CH:4][C:3]=1[CH:9]([CH3:25])[C:10]([C:16]1[CH:17]=[C:18]([CH3:24])[C:19](=[O:23])[N:20]([CH3:22])[CH:21]=1)([OH:15])[C:11]([F:13])([F:14])[F:12])[O:8][C:27]1[CH:34]=[CH:33][C:30]([CH:31]=[O:32])=[CH:29][C:28]=1[C:35]([F:36])([F:38])[F:37]. The catalyst class is: 80. (3) Reactant: [NH2:1][C:2]1[CH:7]=[CH:6][C:5]([O:8][C:9]2[CH:14]=[CH:13][CH:12]=[CH:11][CH:10]=2)=[CH:4][C:3]=1[C:15]([C:17]1[CH:22]=[CH:21][C:20]([Cl:23])=[CH:19][CH:18]=1)=O.[C:24]([CH2:27][C:28](=O)[CH3:29])(=[O:26])[CH3:25]. Product: [Cl:23][C:20]1[CH:21]=[CH:22][C:17]([C:15]2[C:3]3[C:2](=[CH:7][CH:6]=[C:5]([O:8][C:9]4[CH:14]=[CH:13][CH:12]=[CH:11][CH:10]=4)[CH:4]=3)[N:1]=[C:28]([CH3:29])[C:27]=2[C:24](=[O:26])[CH3:25])=[CH:18][CH:19]=1. The catalyst class is: 32. (4) Product: [CH3:19][N:18]([CH3:20])[S:17][C:14]1[CH:15]=[CH:16][C:11]([C:9]2[N:10]=[C:5]3[CH:4]=[CH:3][C:2]([F:21])=[N:7][N:6]3[CH:8]=2)=[CH:12][CH:13]=1. Reactant: Cl[C:2]1[CH:3]=[CH:4][C:5]2[N:6]([CH:8]=[C:9]([C:11]3[CH:16]=[CH:15][C:14]([S:17][N:18]([CH3:20])[CH3:19])=[CH:13][CH:12]=3)[N:10]=2)[N:7]=1.[F-:21].[K+].C1N2CCOCCOCCN(CCOCCOCC2)CCOCCOC1.CCCCCC. The catalyst class is: 148. (5) Reactant: [H-].[Na+].Cl[CH2:4][CH2:5][O:6][C:7](=[O:39])[NH:8][CH2:9][CH:10]1[S:15][CH:14]([C:16]2[O:17][C:18]([Cl:21])=[CH:19][CH:20]=2)[C:13]2=[C:22]3[N:34]([CH3:35])[C:33](=[O:36])[N:32]([CH3:37])[C:31](=[O:38])[C:23]3=[C:24]([C:25]3[S:26][CH:27]=[C:28]([CH3:30])[N:29]=3)[N:12]2[CH2:11]1. Product: [Cl:21][C:18]1[O:17][C:16]([CH:14]2[C:13]3=[C:22]4[N:34]([CH3:35])[C:33](=[O:36])[N:32]([CH3:37])[C:31](=[O:38])[C:23]4=[C:24]([C:25]4[S:26][CH:27]=[C:28]([CH3:30])[N:29]=4)[N:12]3[CH2:11][CH:10]([CH2:9][N:8]3[CH2:4][CH2:5][O:6][C:7]3=[O:39])[S:15]2)=[CH:20][CH:19]=1. The catalyst class is: 1.